From a dataset of Orexin1 receptor HTS with 218,158 compounds and 233 confirmed actives. Binary Classification. Given a drug SMILES string, predict its activity (active/inactive) in a high-throughput screening assay against a specified biological target. (1) The drug is S(=O)(=O)(Cc1oc(C(=O)NC(c2cc3OCCOc3cc2)C)cc1)c1cc(ccc1)C(F)(F)F. The result is 0 (inactive). (2) The compound is N1C(=NCC1)Cc1c2c(ccc1)cccc2. The result is 0 (inactive). (3) The compound is O(c1nc2c(cc1/C=C\C(O)=O)cccc2)CCC. The result is 0 (inactive). (4) The drug is ClC(C(=O)c1c2c([nH]c1)cccc2)c1ccccc1. The result is 0 (inactive). (5) The drug is S=C(N1CCCN(CC1)C)Nc1c(cccc1C)C. The result is 0 (inactive). (6) The molecule is O(c1c(cccc1)C(=O)C)c1ncnc(N)c1[N+]([O-])=O. The result is 0 (inactive). (7) The drug is O1C(OCCCCO)CC(c2cc3OCOc3cc2)C=C1C(=O)Nc1ccccc1. The result is 0 (inactive). (8) The result is 0 (inactive). The drug is O(CC(=O)N(Cc1c(OC)cccc1)C)C(=O)c1c(onc1C)C.